The task is: Predict the reactants needed to synthesize the given product.. This data is from Full USPTO retrosynthesis dataset with 1.9M reactions from patents (1976-2016). (1) Given the product [NH2:16][C:8]1[N:9]=[C:10]([NH:17][CH2:18][CH2:19][C:20]2[CH:25]=[CH:24][C:23]([OH:26])=[CH:22][CH:21]=2)[C:11]([I:12])=[C:6]([C:2]2[O:1][CH:5]=[CH:4][CH:3]=2)[N:7]=1, predict the reactants needed to synthesize it. The reactants are: [O:1]1[CH:5]=[CH:4][CH:3]=[C:2]1[C:6]1[C:11]([I:12])=[C:10](S(C)=O)[N:9]=[C:8]([NH2:16])[N:7]=1.[NH2:17][CH2:18][CH2:19][C:20]1[CH:25]=[CH:24][C:23]([OH:26])=[CH:22][CH:21]=1. (2) Given the product [Br:1][C:2]1[CH:18]=[CH:17][C:5]2[O:6][C:7]3[C:8](=[N+:9]([O-:16])[CH:10]=[CH:11][C:12]=3[N+:13]([O-:15])=[O:14])[C:19](=[O:21])[C:4]=2[CH:3]=1, predict the reactants needed to synthesize it. The reactants are: [Br:1][C:2]1[CH:18]=[CH:17][C:5]([O:6][C:7]2[CH:8]=[N+:9]([O-:16])[CH:10]=[CH:11][C:12]=2[N+:13]([O-:15])=[O:14])=[C:4]([C:19]([O:21]C)=O)[CH:3]=1.C([N-]C(C)C)(C)C.[Li+].BrC1C=CC2OC3C(=NC=CC=3[N+]([O-])=O)C(=O)C=2C=1. (3) Given the product [OH:33][C@@:26]1([C:24]#[C:25][C:2]2[CH:23]=[CH:22][C:5]3[O:6][CH2:7][CH2:8][C:9]4[N:10]([N:11]=[C:12]([C:18]([NH2:20])=[O:19])[C:13]=4[C:14]([F:17])([F:16])[F:15])[C:4]=3[CH:3]=2)[CH2:30][CH2:29][N:28]([CH3:31])[C:27]1=[O:32], predict the reactants needed to synthesize it. The reactants are: Br[C:2]1[CH:23]=[CH:22][C:5]2[O:6][CH2:7][CH:8](F)[C:9]3[N:10]([N:11]=[C:12]([C:18]([NH2:20])=[O:19])[C:13]=3[C:14]([F:17])([F:16])[F:15])[C:4]=2[CH:3]=1.[C:24]([C@:26]1([OH:33])[CH2:30][CH2:29][N:28]([CH3:31])[C:27]1=[O:32])#[CH:25]. (4) Given the product [O:16]=[C:7]1[C:8]2[C:13](=[CH:12][CH:11]=[CH:10][CH:9]=2)[C:14](=[O:15])[N:6]1[CH2:5][C:4]1[CH:17]=[CH:18][C:19]2[NH:20][C:24]([CH2:26][C:27]3[N:31]([CH3:32])[C:30]4[CH:33]=[CH:34][C:35]([C:37]([OH:39])=[O:38])=[CH:36][C:29]=4[N:28]=3)=[N:1][C:2]=2[CH:3]=1, predict the reactants needed to synthesize it. The reactants are: [NH2:1][C:2]1[CH:3]=[C:4]([CH:17]=[CH:18][C:19]=1[NH2:20])[CH2:5][N:6]1[C:14](=[O:15])[C:13]2[C:8](=[CH:9][CH:10]=[CH:11][CH:12]=2)[C:7]1=[O:16].C(O[C:24]([CH2:26][C:27]1[N:31]([CH3:32])[C:30]2[CH:33]=[CH:34][C:35]([C:37]([OH:39])=[O:38])=[CH:36][C:29]=2[N:28]=1)=O)C.